From a dataset of Full USPTO retrosynthesis dataset with 1.9M reactions from patents (1976-2016). Predict the reactants needed to synthesize the given product. Given the product [OH:24][C:21]1[CH:20]=[CH:19][C:18]([NH:17][C:16]([C@H:12]2[CH2:13][CH2:14][CH2:15][NH:11]2)=[O:32])=[CH:23][CH:22]=1, predict the reactants needed to synthesize it. The reactants are: C(OC([N:11]1[CH2:15][CH2:14][CH2:13][C@@H:12]1[C:16](=[O:32])[NH:17][C:18]1[CH:23]=[CH:22][C:21]([O:24]CC2C=CC=CC=2)=[CH:20][CH:19]=1)=O)C1C=CC=CC=1.OC1C=CC(NC([C@@H]2CCCN2)=O)=CC=1.Cl.